From a dataset of Forward reaction prediction with 1.9M reactions from USPTO patents (1976-2016). Predict the product of the given reaction. (1) Given the reactants [OH:1][C:2]1[CH:7]=[CH:6][C:5]([SH:8])=[CH:4][CH:3]=1.[Cl:9][C:10]1[CH:17]=[C:16](F)[CH:15]=[CH:14][C:11]=1[CH:12]=[O:13].C(=O)([O-])[O-].[K+].[K+].[CH2:25](Br)[C:26]1[CH:31]=[CH:30][CH:29]=[CH:28][CH:27]=1, predict the reaction product. The product is: [CH2:25]([O:1][C:2]1[CH:7]=[CH:6][C:5]([S:8][C:16]2[CH:15]=[CH:14][C:11]([CH:12]=[O:13])=[C:10]([Cl:9])[CH:17]=2)=[CH:4][CH:3]=1)[C:26]1[CH:31]=[CH:30][CH:29]=[CH:28][CH:27]=1. (2) Given the reactants C(OC([N:8]1[CH2:13][CH2:12][CH:11]([N:14]2[CH:18]=[C:17]([C:19]3[CH:20]=[N:21][C:22]([NH2:38])=[C:23]([C:25]4[N:26]=[CH:27][C:28]5[C:33]([CH:34]=4)=[C:32]([Cl:35])[C:31]([F:36])=[CH:30][C:29]=5[F:37])[CH:24]=3)[CH:16]=[N:15]2)[CH2:10][CH2:9]1)=O)(C)(C)C.[ClH:39], predict the reaction product. The product is: [ClH:35].[ClH:39].[ClH:35].[Cl:35][C:32]1[C:31]([F:36])=[CH:30][C:29]([F:37])=[C:28]2[C:33]=1[CH:34]=[C:25]([C:23]1[C:22]([NH2:38])=[N:21][CH:20]=[C:19]([C:17]3[CH:16]=[N:15][N:14]([CH:11]4[CH2:10][CH2:9][NH:8][CH2:13][CH2:12]4)[CH:18]=3)[CH:24]=1)[N:26]=[CH:27]2.